From a dataset of Reaction yield outcomes from USPTO patents with 853,638 reactions. Predict the reaction yield, written as a fraction of the theoretical maximum amount of product (1.0 means a 100% yield; for example, 0.34 means a 34% yield). (1) The reactants are I[CH2:2][C@@H:3]1[CH2:8][CH2:7][C@H:6]([C:9]2[CH:14]=[CH:13][CH:12]=[CH:11][CH:10]=2)[CH2:5][CH2:4]1.[N-:15]=[N+:16]=[N-:17].[Na+]. The catalyst is CN(C=O)C.CCOCC. The product is [N:15]([CH2:2][C@@H:3]1[CH2:8][CH2:7][C@H:6]([C:9]2[CH:14]=[CH:13][CH:12]=[CH:11][CH:10]=2)[CH2:5][CH2:4]1)=[N+:16]=[N-:17]. The yield is 0.800. (2) The yield is 0.900. The reactants are [CH3:1][C:2]1[CH:7]=[C:6]([CH3:8])[CH:5]=[C:4]([CH3:9])[C:3]=1[Mg]Br.[Sn:12](Cl)([CH2:21][CH2:22][CH2:23][CH3:24])([CH2:17][CH2:18][CH2:19][CH3:20])[CH2:13][CH2:14][CH2:15][CH3:16]. The product is [CH2:21]([Sn:12]([CH2:13][CH2:14][CH2:15][CH3:16])([CH2:17][CH2:18][CH2:19][CH3:20])[C:3]1[C:2]([CH3:1])=[CH:7][C:6]([CH3:8])=[CH:5][C:4]=1[CH3:9])[CH2:22][CH2:23][CH3:24]. The catalyst is C1COCC1.